Dataset: Forward reaction prediction with 1.9M reactions from USPTO patents (1976-2016). Task: Predict the product of the given reaction. (1) Given the reactants N#N.[Br:3][C:4]1[CH:5]=[C:6]([CH:14]=[CH:15][CH:16]=1)[CH2:7][CH2:8][O:9][CH2:10][C:11](O)=[O:12].B.C1COCC1, predict the reaction product. The product is: [Br:3][C:4]1[CH:5]=[C:6]([CH:14]=[CH:15][CH:16]=1)[CH2:7][CH2:8][O:9][CH2:10][CH2:11][OH:12]. (2) Given the reactants [CH2:1]([NH:8][CH:9]1[CH2:14][CH2:13][C:12](=[O:15])[CH2:11][CH2:10]1)[C:2]1[CH:7]=[CH:6][CH:5]=[CH:4][CH:3]=1.[C-:16]#[N:17].[Na+].C([O-])(O)=O.[Na+], predict the reaction product. The product is: [CH2:1]([NH:8][CH:9]1[CH2:14][CH2:13][C:12]([OH:15])([C:16]#[N:17])[CH2:11][CH2:10]1)[C:2]1[CH:7]=[CH:6][CH:5]=[CH:4][CH:3]=1.